Dataset: Full USPTO retrosynthesis dataset with 1.9M reactions from patents (1976-2016). Task: Predict the reactants needed to synthesize the given product. (1) Given the product [C:30]1([S:36]([NH:1][C:2]2[CH:6]=[CH:5][S:4][C:3]=2[C:7]([NH:9][C:10]2[C:15]([CH3:16])=[CH:14][C:13]([CH3:17])=[C:12]([N:18]3[CH2:19][CH2:20][CH2:21][CH2:22]3)[C:11]=2[CH3:23])=[O:8])(=[O:38])=[O:37])[CH:35]=[CH:34][CH:33]=[CH:32][CH:31]=1, predict the reactants needed to synthesize it. The reactants are: [NH2:1][C:2]1[CH:6]=[CH:5][S:4][C:3]=1[C:7]([NH:9][C:10]1[C:15]([CH3:16])=[CH:14][C:13]([CH3:17])=[C:12]([N:18]2[CH2:22][CH2:21][CH2:20][CH2:19]2)[C:11]=1[CH3:23])=[O:8].N1C=CC=CC=1.[C:30]1([S:36](Cl)(=[O:38])=[O:37])[CH:35]=[CH:34][CH:33]=[CH:32][CH:31]=1. (2) Given the product [CH:1]1([CH2:6][CH2:7][C:8]([N:10]([CH2:21][C:22]2[CH:23]=[CH:24][C:25]([C:28]#[C:29][CH2:30][CH2:31][CH2:32][CH2:33][CH2:34][CH2:35][CH2:36][CH3:37])=[CH:26][CH:27]=2)[C:11]2[CH:12]=[C:13]([CH:18]=[CH:19][CH:20]=2)[C:14]([OH:16])=[O:15])=[O:9])[CH2:5][CH2:4][CH2:3][CH2:2]1, predict the reactants needed to synthesize it. The reactants are: [CH:1]1([CH2:6][CH2:7][C:8]([N:10]([CH2:21][C:22]2[CH:27]=[CH:26][C:25]([C:28]#[C:29][CH2:30][CH2:31][CH2:32][CH2:33][CH2:34][CH2:35][CH2:36][CH3:37])=[CH:24][CH:23]=2)[C:11]2[CH:12]=[C:13]([CH:18]=[CH:19][CH:20]=2)[C:14]([O:16]C)=[O:15])=[O:9])[CH2:5][CH2:4][CH2:3][CH2:2]1.[OH-].[Na+]. (3) Given the product [F:1][C:2]1[CH:3]=[C:4]2[C:16](=[CH:17][CH:18]=1)[NH:15][C:14]1[CH2:13][C:8](=[O:9])[CH2:7][CH2:6][C:5]2=1, predict the reactants needed to synthesize it. The reactants are: [F:1][C:2]1[CH:3]=[C:4]2[C:16](=[CH:17][CH:18]=1)[NH:15][C:14]1[CH2:13][C:8]3(OCC[O:9]3)[CH2:7][CH2:6][C:5]2=1.C. (4) Given the product [N+:12]([C:15]1[CH:16]=[CH:17][C:18]([OH:23])=[C:19]([C:20]2[N:2]([CH3:1])[N:3]=[C:4]([C:6]3[CH:11]=[CH:10][CH:9]=[CH:8][N:7]=3)[N:5]=2)[CH:22]=1)([O-:14])=[O:13], predict the reactants needed to synthesize it. The reactants are: [CH3:1][NH:2][NH:3][C:4]([C:6]1[CH:11]=[CH:10][CH:9]=[CH:8][N:7]=1)=[NH:5].[N+:12]([C:15]1[CH:16]=[CH:17][C:18]([OH:23])=[C:19]([CH:22]=1)[CH:20]=O)([O-:14])=[O:13]. (5) Given the product [ClH:24].[C:14]([C:17]1[CH:22]=[CH:21][C:20]([O:11][CH:10]2[CH2:9][CH2:8][N:7]([CH3:12])[CH2:6][C:5]3[O:13][C:2]([CH3:1])=[CH:3][C:4]2=3)=[C:19]([Cl:24])[CH:18]=1)(=[O:16])[NH2:15], predict the reactants needed to synthesize it. The reactants are: [CH3:1][C:2]1[O:13][C:5]2[CH2:6][N:7]([CH3:12])[CH2:8][CH2:9][CH:10]([OH:11])[C:4]=2[CH:3]=1.[C:14]([C:17]1[CH:22]=[CH:21][C:20](F)=[C:19]([Cl:24])[CH:18]=1)(=[O:16])[NH2:15]. (6) The reactants are: C1(P(C2C=CC=CC=2)C2C=CC=CC=2)C=CC=CC=1.II.CCN(CC)CC.[Cl:29][C:30]1[C:31]([CH3:58])=[C:32]([NH:38][C@H:39]([C:54]([OH:57])([CH3:56])[CH3:55])[C:40]([NH:42][NH:43][C:44](=[O:53])[C:45]2[CH:50]=[CH:49][C:48]([C:51]#[N:52])=[CH:47][CH:46]=2)=O)[CH:33]=[CH:34][C:35]=1[C:36]#[N:37]. Given the product [Cl:29][C:30]1[C:31]([CH3:58])=[C:32]([NH:38][C@@H:39]([C:40]2[O:53][C:44]([C:45]3[CH:46]=[CH:47][C:48]([C:51]#[N:52])=[CH:49][CH:50]=3)=[N:43][N:42]=2)[C:54]([OH:57])([CH3:55])[CH3:56])[CH:33]=[CH:34][C:35]=1[C:36]#[N:37], predict the reactants needed to synthesize it. (7) Given the product [CH3:13][C:14]1([CH3:30])[C:18]([CH3:20])([CH3:19])[O:17][B:16]([C:2]2[CH:3]=[C:4]([C:9]([F:12])([F:11])[F:10])[C:5]([NH2:8])=[N:6][CH:7]=2)[O:15]1, predict the reactants needed to synthesize it. The reactants are: Br[C:2]1[CH:3]=[C:4]([C:9]([F:12])([F:11])[F:10])[C:5]([NH2:8])=[N:6][CH:7]=1.[CH3:13][C:14]1([CH3:30])[C:18]([CH3:20])([CH3:19])[O:17][B:16]([B:16]2[O:17][C:18]([CH3:20])([CH3:19])[C:14]([CH3:30])([CH3:13])[O:15]2)[O:15]1.CC([O-])=O.[K+]. (8) Given the product [NH2:12][C:9]1[CH:8]=[CH:7][C:6]([CH:4]([OH:5])[CH2:3][N:2]([CH3:1])[CH3:15])=[CH:11][CH:10]=1, predict the reactants needed to synthesize it. The reactants are: [CH3:1][N:2]([CH3:15])[CH2:3][CH:4]([C:6]1[CH:11]=[CH:10][C:9]([N+:12]([O-])=O)=[CH:8][CH:7]=1)[OH:5]. (9) Given the product [F:1][C:2]1[CH:3]=[C:4]2[C:9](=[CH:10][C:11]=1[F:12])[N:8]=[CH:7][C:6]([C:13]([OH:15])=[O:14])=[CH:5]2, predict the reactants needed to synthesize it. The reactants are: [F:1][C:2]1[CH:3]=[C:4]2[C:9](=[CH:10][C:11]=1[F:12])[N:8]=[CH:7][C:6]([C:13]([O:15]CC)=[O:14])=[CH:5]2.[OH-].[K+].O. (10) Given the product [CH2:3]([C:2]1[C:17]2[C:12](=[N:13][CH:14]=[C:15]([F:19])[CH:16]=2)[NH:5][CH:1]=1)[CH3:4], predict the reactants needed to synthesize it. The reactants are: [CH2:1]([N:5]([C:12]1[C:17](I)=[CH:16][C:15]([F:19])=[CH:14][N:13]=1)C(=O)C(F)(F)F)[CH:2]=[CH:3][CH3:4].